From a dataset of Peptide-MHC class I binding affinity with 185,985 pairs from IEDB/IMGT. Regression. Given a peptide amino acid sequence and an MHC pseudo amino acid sequence, predict their binding affinity value. This is MHC class I binding data. The peptide sequence is TPESANLGE. The MHC is Mamu-A2201 with pseudo-sequence Mamu-A2201. The binding affinity (normalized) is 0.